Dataset: Full USPTO retrosynthesis dataset with 1.9M reactions from patents (1976-2016). Task: Predict the reactants needed to synthesize the given product. (1) Given the product [C:43]([C:2]1[CH:3]=[C:4]([CH:35]=[CH:36][CH:37]=1)[C:5]([CH3:34])([CH3:33])[C@@H:6]([C:9]([NH:11][C@H:12]([C:17]([N:19]([C@@H:21]([CH:30]([CH3:32])[CH3:31])/[CH:22]=[C:23](/[C:24]([OH:26])=[O:25])\[CH3:29])[CH3:20])=[O:18])[C:13]([CH3:14])([CH3:15])[CH3:16])=[O:10])[NH:7][CH3:8])(=[O:45])[CH3:44], predict the reactants needed to synthesize it. The reactants are: Br[C:2]1[CH:3]=[C:4]([CH:35]=[CH:36][CH:37]=1)[C:5]([CH3:34])([CH3:33])[C@@H:6]([C:9]([NH:11][C@H:12]([C:17]([N:19]([C@@H:21]([CH:30]([CH3:32])[CH3:31])/[CH:22]=[C:23](\[CH3:29])/[C:24]([O:26]CC)=[O:25])[CH3:20])=[O:18])[C:13]([CH3:16])([CH3:15])[CH3:14])=[O:10])[NH:7][CH3:8].C([Sn](CCCC)(CCCC)[C:43]([O:45]CC)=[CH2:44])CCC.Cl. (2) Given the product [C:28]([N:22]1[CH2:21][C@@H:20]([CH3:25])[N:16]2[C:17]3[CH:18]=[CH:19][C:11]([O:10][CH:7]4[CH2:8][CH2:9][N:4]([CH:1]([CH3:3])[CH3:2])[CH2:5][CH2:6]4)=[CH:12][C:13]=3[CH:14]=[C:15]2[C:23]1=[O:24])(=[O:30])[CH3:29], predict the reactants needed to synthesize it. The reactants are: [CH:1]([N:4]1[CH2:9][CH2:8][CH:7]([O:10][C:11]2[CH:19]=[CH:18][C:17]3[N:16]4[C@H:20]([CH3:25])[CH2:21][NH:22][C:23](=[O:24])[C:15]4=[CH:14][C:13]=3[CH:12]=2)[CH2:6][CH2:5]1)([CH3:3])[CH3:2].[H-].[Na+].[C:28](OC(=O)C)(=[O:30])[CH3:29].